Dataset: Peptide-MHC class II binding affinity with 134,281 pairs from IEDB. Task: Regression. Given a peptide amino acid sequence and an MHC pseudo amino acid sequence, predict their binding affinity value. This is MHC class II binding data. (1) The peptide sequence is GVDNFCVKVLAPYMP. The MHC is DRB1_0801 with pseudo-sequence DRB1_0801. The binding affinity (normalized) is 0.573. (2) The peptide sequence is LKLATGMRNVPEKQT. The MHC is DRB1_0404 with pseudo-sequence DRB1_0404. The binding affinity (normalized) is 0.293. (3) The peptide sequence is WFLPSIRAANVMAAS. The MHC is DRB4_0103 with pseudo-sequence DRB4_0103. The binding affinity (normalized) is 0.797. (4) The peptide sequence is GGSVIRISSANPEDL. The MHC is HLA-DPA10201-DPB11401 with pseudo-sequence HLA-DPA10201-DPB11401. The binding affinity (normalized) is 0.213. (5) The peptide sequence is NGSAEVHRGAVPRRG. The MHC is DRB3_0202 with pseudo-sequence DRB3_0202. The binding affinity (normalized) is 0.0489.